This data is from Forward reaction prediction with 1.9M reactions from USPTO patents (1976-2016). The task is: Predict the product of the given reaction. (1) Given the reactants Br[C:2]1[S:6][C:5]([CH2:7][N:8]([CH3:16])[C:9](=[O:15])[O:10][C:11]([CH3:14])([CH3:13])[CH3:12])=[N:4][C:3]=1[C:17]1[CH:22]=[CH:21][CH:20]=[CH:19][C:18]=1[F:23].[Br:24][C:25]1[CH:26]=[C:27]([SH:31])[CH:28]=[CH:29][CH:30]=1.C(N(C(C)C)C(C)C)C.O, predict the reaction product. The product is: [Br:24][C:25]1[CH:26]=[C:27]([S:31][C:2]2[S:6][C:5]([CH2:7][N:8]([CH3:16])[C:9](=[O:15])[O:10][C:11]([CH3:14])([CH3:13])[CH3:12])=[N:4][C:3]=2[C:17]2[CH:22]=[CH:21][CH:20]=[CH:19][C:18]=2[F:23])[CH:28]=[CH:29][CH:30]=1. (2) Given the reactants C([O-])([O-])=O.[Na+].[Na+].Cl[C:8]1[C:13]([CH3:14])=[CH:12][N:11]=[CH:10][N:9]=1.B([C:18]1[CH:26]=[CH:25][C:21]([C:22]([OH:24])=[O:23])=[CH:20][CH:19]=1)(O)O, predict the reaction product. The product is: [CH3:14][C:13]1[C:8]([C:18]2[CH:26]=[CH:25][C:21]([C:22]([OH:24])=[O:23])=[CH:20][CH:19]=2)=[N:9][CH:10]=[N:11][CH:12]=1. (3) Given the reactants [N+:1]([C:4]1[C:5]([OH:14])=[C:6]([O:12][CH3:13])[CH:7]=[C:8]([CH:11]=1)[CH:9]=[O:10])([O-:3])=[O:2].[C:15]([O:19][CH2:20][CH3:21])(=[O:18])[CH2:16]O.C1(P(C2C=CC=CC=2)C2C=CC=CC=2)C=CC=CC=1.N(C(OCC)=O)=NC(OCC)=O, predict the reaction product. The product is: [CH2:20]([O:19][C:15](=[O:18])[CH2:16][O:14][C:5]1[C:4]([N+:1]([O-:3])=[O:2])=[CH:11][C:8]([CH:9]=[O:10])=[CH:7][C:6]=1[O:12][CH3:13])[CH3:21]. (4) Given the reactants Cl.O1CCOCC1.[Br:8][C:9]1[CH:10]=[C:11]2[C:33](=[CH:34][CH:35]=1)[C:15]1[NH:16][C:17]([C@@H:19]3[C@H:24]4[CH2:25][C@H:21]([CH2:22][CH2:23]4)[N:20]3C(OC(C)(C)C)=O)=[N:18][C:14]=1[CH:13]=[CH:12]2.[CH3:36][O:37][C:38]([NH:40][C@@H:41]([CH:45]([CH3:47])[CH3:46])[C:42](O)=[O:43])=[O:39].CCN(C(C)C)C(C)C.CN(C(ON1N=NC2C=CC=NC1=2)=[N+](C)C)C.F[P-](F)(F)(F)(F)F, predict the reaction product. The product is: [Br:8][C:9]1[CH:10]=[C:11]2[C:33](=[CH:34][CH:35]=1)[C:15]1[NH:16][C:17]([C@@H:19]3[C@H:24]4[CH2:25][C@H:21]([CH2:22][CH2:23]4)[N:20]3[C:42](=[O:43])[C@@H:41]([NH:40][C:38](=[O:39])[O:37][CH3:36])[CH:45]([CH3:47])[CH3:46])=[N:18][C:14]=1[CH:13]=[CH:12]2. (5) The product is: [N+:7]([C:6]1[S:5][CH:4]=[C:3]([C:10]#[N:11])[C:2]=1[C:17]1[S:21][CH:20]=[N:19][CH:18]=1)([O-:9])=[O:8]. Given the reactants Br[C:2]1[C:3]([C:10]#[N:11])=[CH:4][S:5][C:6]=1[N+:7]([O-:9])=[O:8].C([Sn](CCCC)(CCCC)[C:17]1[S:21][CH:20]=[N:19][CH:18]=1)CCC.O1CCOCC1, predict the reaction product. (6) Given the reactants [F:1][C:2]1[CH:3]=[CH:4][C:5]([SH:11])=[C:6]([CH:10]=1)[C:7]([OH:9])=[O:8].SC1C=CC=CC=1C(O)=O.Cl[C:23]1[CH:31]=[C:30]([S:32]([CH3:35])(=[O:34])=[O:33])[CH:29]=[CH:28][C:24]=1[C:25]([OH:27])=[O:26], predict the reaction product. The product is: [C:7]([C:6]1[CH:10]=[C:2]([F:1])[CH:3]=[CH:4][C:5]=1[S:11][C:23]1[CH:31]=[C:30]([S:32]([CH3:35])(=[O:33])=[O:34])[CH:29]=[CH:28][C:24]=1[C:25]([OH:27])=[O:26])([OH:9])=[O:8]. (7) Given the reactants [Cl:1][C:2]1[CH:7]=[CH:6][CH:5]=[CH:4][C:3]=1[C:8]1[N:17]([CH:18]2[CH2:23][CH2:22][N:21](C(OC(C)(C)C)=O)[CH2:20][CH2:19]2)[C:11]2=[N:12][C:13]([CH3:16])=[CH:14][CH:15]=[C:10]2[N:9]=1.C([O-])(O)=O.[Na+], predict the reaction product. The product is: [Cl:1][C:2]1[CH:7]=[CH:6][CH:5]=[CH:4][C:3]=1[C:8]1[N:17]([CH:18]2[CH2:19][CH2:20][NH:21][CH2:22][CH2:23]2)[C:11]2=[N:12][C:13]([CH3:16])=[CH:14][CH:15]=[C:10]2[N:9]=1. (8) Given the reactants Cl[C:2]1[N:7]=[C:6]([C:8]2[N:12]3[CH:13]=[CH:14][CH:15]=[CH:16][C:11]3=[N:10][C:9]=2[C:17]2[CH:18]=[C:19]([CH:31]=[CH:32][CH:33]=2)[C:20]([NH:22][C:23]2[C:28]([F:29])=[CH:27][CH:26]=[CH:25][C:24]=2[F:30])=[O:21])[CH:5]=[CH:4][N:3]=1.[N:34]1([CH:40]2[CH2:45][CH2:44][N:43]([C:46]3[C:52]([O:53][CH3:54])=[CH:51][C:49]([NH2:50])=[C:48]([O:55][CH3:56])[CH:47]=3)[CH2:42][CH2:41]2)[CH2:39][CH2:38][CH2:37][CH2:36][CH2:35]1.N, predict the reaction product. The product is: [N:34]1([CH:40]2[CH2:41][CH2:42][N:43]([C:46]3[C:52]([O:53][CH3:54])=[CH:51][C:49]([NH:50][C:2]4[N:7]=[C:6]([C:8]5[N:12]6[CH:13]=[CH:14][CH:15]=[CH:16][C:11]6=[N:10][C:9]=5[C:17]5[CH:18]=[C:19]([CH:31]=[CH:32][CH:33]=5)[C:20]([NH:22][C:23]5[C:24]([F:30])=[CH:25][CH:26]=[CH:27][C:28]=5[F:29])=[O:21])[CH:5]=[CH:4][N:3]=4)=[C:48]([O:55][CH3:56])[CH:47]=3)[CH2:44][CH2:45]2)[CH2:39][CH2:38][CH2:37][CH2:36][CH2:35]1. (9) The product is: [F:1][C:2]1[CH:3]=[C:4]([CH:11]=[C:12]([O:18][CH3:19])[C:13]=1[O:14][CH2:15][C:16]#[CH:17])[C:5]([OH:7])=[O:6]. Given the reactants [F:1][C:2]1[CH:3]=[C:4]([CH:11]=[C:12]([O:18][CH3:19])[C:13]=1[O:14][CH2:15][C:16]#[CH:17])[C:5]([O:7]CC#C)=[O:6].[OH-].[Na+], predict the reaction product.